Regression. Given a peptide amino acid sequence and an MHC pseudo amino acid sequence, predict their binding affinity value. This is MHC class I binding data. From a dataset of Peptide-MHC class I binding affinity with 185,985 pairs from IEDB/IMGT. The peptide sequence is VVTVLWALY. The MHC is HLA-A02:12 with pseudo-sequence HLA-A02:12. The binding affinity (normalized) is 0.0847.